From a dataset of Full USPTO retrosynthesis dataset with 1.9M reactions from patents (1976-2016). Predict the reactants needed to synthesize the given product. (1) The reactants are: [CH3:1][C:2]1[CH:7]=[CH:6][CH:5]=[CH:4][C:3]=1[N:8]=[C:9]=[O:10].Cl[C:12]1[CH:17]=[CH:16][CH:15]=[C:14](C)[C:13]=1[N:19]=C=O.[CH2:22]1[CH2:27][CH2:26][CH:25]([CH2:28][C@H:29]([NH:33][C:34]([O:36]CC2C3C(=CC=CC=3)C3C2=CC=CC=3)=O)[C:30]([OH:32])=[O:31])[CH2:24][CH2:23]1. Given the product [CH:25]1([CH2:28][C@@H:29]([C:30]([OH:32])=[O:31])[NH:33][C:34]([C:12]2[C:13]([NH:19][C:9]([NH:8][C:3]3[CH:4]=[CH:5][CH:6]=[CH:7][C:2]=3[CH3:1])=[O:10])=[CH:14][C:15]3[C:16](=[CH:1][CH:2]=[CH:3][CH:4]=3)[CH:17]=2)=[O:36])[CH2:24][CH2:23][CH2:22][CH2:27][CH2:26]1, predict the reactants needed to synthesize it. (2) Given the product [Cl:5][C:6]1[CH:12]=[CH:11][C:9]([NH:10][N:1]=[C:21]([CH3:20])[C:22]([O:24][CH2:25][CH3:26])=[O:23])=[CH:8][C:7]=1[F:13], predict the reactants needed to synthesize it. The reactants are: [N:1]([O-])=O.[Na+].[Cl:5][C:6]1[CH:12]=[CH:11][C:9]([NH2:10])=[CH:8][C:7]=1[F:13].Cl.C([O-])(=O)C.[K+].[CH3:20][CH:21](C(C)=O)[C:22]([O:24][CH2:25][CH3:26])=[O:23].